From a dataset of hERG potassium channel inhibition data for cardiac toxicity prediction from Karim et al.. Regression/Classification. Given a drug SMILES string, predict its toxicity properties. Task type varies by dataset: regression for continuous values (e.g., LD50, hERG inhibition percentage) or binary classification for toxic/non-toxic outcomes (e.g., AMES mutagenicity, cardiotoxicity, hepatotoxicity). Dataset: herg_karim. (1) The compound is Cc1cc(CNc2nc(N)nc3ccn(Cc4ccccn4)c23)no1. The result is 1 (blocker). (2) The compound is CNC(=O)Nc1ccc(O)cc1OC[C@@H](O)CN1CCC2(CC1)Cc1cc(F)ccc1O2. The result is 0 (non-blocker). (3) The compound is [O-][n+]1cccc(CC(c2ccc(OC(F)F)c(OC3CC3)c2)c2cnc(C(O)(C(F)(F)F)C(F)(F)F)s2)c1. The result is 0 (non-blocker). (4) The molecule is COc1cccc(C(=O)N2CCn3c(-c4nc(C)ns4)nnc3[C@H]2C)c1. The result is 0 (non-blocker). (5) The molecule is CC(c1cccnc1F)c1c(CCN(C)C)sc2ccccc12. The result is 1 (blocker).